From a dataset of Full USPTO retrosynthesis dataset with 1.9M reactions from patents (1976-2016). Predict the reactants needed to synthesize the given product. (1) Given the product [N:20]1[C:21]2[C:16](=[CH:15][C:14]([C:11]3([C:8]4[N:6]5[N:7]=[C:2]([C:29](=[O:31])[CH3:30])[CH:3]=[CH:4][C:5]5=[N:10][N:9]=4)[CH2:13][CH2:12]3)=[CH:23][CH:22]=2)[CH:17]=[CH:18][CH:19]=1, predict the reactants needed to synthesize it. The reactants are: Cl[C:2]1[CH:3]=[CH:4][C:5]2[N:6]([C:8]([C:11]3([C:14]4[CH:15]=[C:16]5[C:21](=[CH:22][CH:23]=4)[N:20]=[CH:19][CH:18]=[CH:17]5)[CH2:13][CH2:12]3)=[N:9][N:10]=2)[N:7]=1.C([Sn](CCCC)(CCCC)[C:29]([O:31]CC)=[CH2:30])CCC. (2) The reactants are: Cl[C:2]1[CH:7]=[N:6][C:5]([C:8]2[CH:13]=[CH:12][CH:11]=[CH:10][CH:9]=2)=[C:4]([C:14]2[CH:19]=[CH:18][CH:17]=[CH:16][CH:15]=2)[N:3]=1.[CH2:20]([NH2:23])[CH:21]=[CH2:22]. Given the product [CH2:20]([NH:23][C:2]1[CH:7]=[N:6][C:5]([C:8]2[CH:13]=[CH:12][CH:11]=[CH:10][CH:9]=2)=[C:4]([C:14]2[CH:19]=[CH:18][CH:17]=[CH:16][CH:15]=2)[N:3]=1)[CH:21]=[CH2:22], predict the reactants needed to synthesize it. (3) Given the product [F:38][C:34]1[CH:33]=[C:32]2[C:37](=[CH:36][CH:35]=1)[N:29]([C:27]([C:23]1[N:24]=[CH:25][N:26]=[C:21]([NH:1][C:2]3[CH:3]=[C:4]4[C:17](=[CH:18][CH:19]=3)[CH2:16][C@:6]3([C:14]5[C:9](=[N:10][CH:11]=[CH:12][CH:13]=5)[NH:8][C:7]3=[O:15])[CH2:5]4)[CH:22]=1)=[O:28])[CH2:30][CH2:31]2, predict the reactants needed to synthesize it. The reactants are: [NH2:1][C:2]1[CH:3]=[C:4]2[C:17](=[CH:18][CH:19]=1)[CH2:16][C@:6]1([C:14]3[C:9](=[N:10][CH:11]=[CH:12][CH:13]=3)[NH:8][C:7]1=[O:15])[CH2:5]2.Cl[C:21]1[N:26]=[CH:25][N:24]=[C:23]([C:27]([N:29]2[C:37]3[C:32](=[CH:33][C:34]([F:38])=[CH:35][CH:36]=3)[CH2:31][CH2:30]2)=[O:28])[CH:22]=1.Cl.CC(O)C. (4) Given the product [CH2:28]([O:27][C:25](=[O:26])[CH2:24][N:21]1[C:17]2[C:18](=[O:20])[NH:19][C:14]([N:11]3[CH2:10][CH2:9][NH:8][CH2:13][CH2:12]3)=[CH:15][C:16]=2[N:23]=[CH:22]1)[CH3:29], predict the reactants needed to synthesize it. The reactants are: C(OC([N:8]1[CH2:13][CH2:12][N:11]([C:14]2[NH:19][C:18](=[O:20])[C:17]3[N:21]([CH2:24][C:25]([O:27][CH2:28][CH3:29])=[O:26])[CH:22]=[N:23][C:16]=3[CH:15]=2)[CH2:10][CH2:9]1)=O)(C)(C)C.C(O)(C(F)(F)F)=O. (5) Given the product [C:40]([N:7]1[C:6]2[CH:29]=[C:2]([Cl:1])[C:3]([N:30]([CH3:31])[CH3:32])=[CH:4][C:5]=2[O:10][CH:9]([C:11]([N:13]2[CH2:14][CH2:15][C:16]([CH2:21][C:22]3[CH:23]=[CH:24][C:25]([F:28])=[CH:26][CH:27]=3)([C:19]#[N:20])[CH2:17][CH2:18]2)=[O:12])[CH2:8]1)(=[O:42])[CH3:41], predict the reactants needed to synthesize it. The reactants are: [Cl:1][C:2]1[C:3]([N:30]([CH3:32])[CH3:31])=[CH:4][C:5]2[O:10][CH:9]([C:11]([N:13]3[CH2:18][CH2:17][C:16]([CH2:21][C:22]4[CH:27]=[CH:26][C:25]([F:28])=[CH:24][CH:23]=4)([C:19]#[N:20])[CH2:15][CH2:14]3)=[O:12])[CH2:8][NH:7][C:6]=2[CH:29]=1.C(N(CC)CC)C.[C:40](Cl)(=[O:42])[CH3:41].